This data is from Forward reaction prediction with 1.9M reactions from USPTO patents (1976-2016). The task is: Predict the product of the given reaction. (1) Given the reactants [CH3:1][O:2][C:3]1[CH:26]=[CH:25][C:6]2[C:7]([C:18]#[C:19][CH2:20][CH2:21][CH2:22][CH2:23][OH:24])=[C:8]([C:12]3[CH:13]=[N:14][CH:15]=[CH:16][CH:17]=3)[CH2:9][CH2:10][CH2:11][C:5]=2[CH:4]=1, predict the reaction product. The product is: [CH3:1][O:2][C:3]1[CH:26]=[CH:25][C:6]2[C:7]([CH2:18][CH2:19][CH2:20][CH2:21][CH2:22][CH2:23][OH:24])=[C:8]([C:12]3[CH:13]=[N:14][CH:15]=[CH:16][CH:17]=3)[CH2:9][CH2:10][CH2:11][C:5]=2[CH:4]=1. (2) Given the reactants [F-].C([N+](CCCC)(CCCC)CCCC)CCC.[Si]([O:26][CH2:27][CH2:28][NH:29][C:30]([CH:32]1[O:37][C:36]2[CH:38]=[CH:39][CH:40]=[CH:41][C:35]=2[N:34]([C:42]([C:44]2[S:45][CH:46]=[C:47]([CH2:50][N:51]([S:53]([C:56]3[CH:61]=[CH:60][C:59]([Cl:62])=[CH:58][CH:57]=3)(=[O:55])=[O:54])[CH3:52])[C:48]=2[Cl:49])=[O:43])[CH2:33]1)=[O:31])(C(C)(C)C)(C)C, predict the reaction product. The product is: [Cl:49][C:48]1[C:47]([CH2:50][N:51]([S:53]([C:56]2[CH:61]=[CH:60][C:59]([Cl:62])=[CH:58][CH:57]=2)(=[O:55])=[O:54])[CH3:52])=[CH:46][S:45][C:44]=1[C:42]([N:34]1[C:35]2[CH:41]=[CH:40][CH:39]=[CH:38][C:36]=2[O:37][CH:32]([C:30]([NH:29][CH2:28][CH2:27][OH:26])=[O:31])[CH2:33]1)=[O:43]. (3) Given the reactants C(=O)([O-])[O-].[K+].[K+].[Cl:7][CH2:8][CH2:9]I.C[O:12][C:13]([C:15]1[CH:16]=[CH:17][C:18]([OH:21])=[CH:19][CH:20]=1)=[O:14].[Cl-].[NH4+], predict the reaction product. The product is: [Cl:7][CH2:8][CH2:9][O:21][C:18]1[CH:19]=[CH:20][C:15]([C:13]([OH:14])=[O:12])=[CH:16][CH:17]=1. (4) The product is: [Cl:1][C:2]1[C:3]([N:10]2[CH2:15][CH2:14][O:13][CH2:12][CH2:11]2)=[C:4]([CH2:5][N:19]2[CH2:18][CH2:17][N:16]([C:22]([O:24][C:25]([CH3:28])([CH3:27])[CH3:26])=[O:23])[CH2:21][CH2:20]2)[CH:7]=[CH:8][CH:9]=1. Given the reactants [Cl:1][C:2]1[C:3]([N:10]2[CH2:15][CH2:14][O:13][CH2:12][CH2:11]2)=[C:4]([CH:7]=[CH:8][CH:9]=1)[CH:5]=O.[N:16]1([C:22]([O:24][C:25]([CH3:28])([CH3:27])[CH3:26])=[O:23])[CH2:21][CH2:20][NH:19][CH2:18][CH2:17]1.ClCCCl.C(O[BH-](OC(=O)C)OC(=O)C)(=O)C.[Na+], predict the reaction product. (5) Given the reactants [NH2:1][C:2]1[C:3]([Cl:8])=[N:4][CH:5]=[CH:6][CH:7]=1.[F:9][C:10]([F:21])([F:20])[C:11](O[C:11](=[O:12])[C:10]([F:21])([F:20])[F:9])=[O:12], predict the reaction product. The product is: [Cl:8][C:3]1[C:2]([NH:1][C:11](=[O:12])[C:10]([F:21])([F:20])[F:9])=[CH:7][CH:6]=[CH:5][N:4]=1.